This data is from Full USPTO retrosynthesis dataset with 1.9M reactions from patents (1976-2016). The task is: Predict the reactants needed to synthesize the given product. (1) The reactants are: [Cl:1][C:2]1[N:7]=[C:6]([C:8]2[S:12][C:11]([C:13]([CH3:16])([CH3:15])[CH3:14])=[N:10][C:9]=2[C:17]2[C:18]([F:30])=[C:19]([NH:23]C(=O)OCC=C)[CH:20]=[CH:21][CH:22]=2)[CH:5]=[CH:4][N:3]=1.C([SnH](CCCC)CCCC)CCC. Given the product [Cl:1][C:2]1[N:7]=[C:6]([C:8]2[S:12][C:11]([C:13]([CH3:16])([CH3:15])[CH3:14])=[N:10][C:9]=2[C:17]2[C:18]([F:30])=[C:19]([CH:20]=[CH:21][CH:22]=2)[NH2:23])[CH:5]=[CH:4][N:3]=1, predict the reactants needed to synthesize it. (2) The reactants are: [CH2:1]([O:8][C:9]([N:11]1[CH2:14][CH:13]([C:15](O)=[O:16])[CH2:12]1)=[O:10])[C:2]1[CH:7]=[CH:6][CH:5]=[CH:4][CH:3]=1.B.C1COCC1.[OH-].[Na+]. Given the product [CH2:1]([O:8][C:9]([N:11]1[CH2:14][CH:13]([CH2:15][OH:16])[CH2:12]1)=[O:10])[C:2]1[CH:7]=[CH:6][CH:5]=[CH:4][CH:3]=1, predict the reactants needed to synthesize it.